Dataset: Forward reaction prediction with 1.9M reactions from USPTO patents (1976-2016). Task: Predict the product of the given reaction. (1) Given the reactants [NH:1]1[C:5]2[CH:6]=[CH:7][C:8]([C:10]3[NH:11][C:12]4[N:13]([N:17]=[CH:18][C:19]=4[C:20]([O:22]CC)=[O:21])[C:14](=[O:16])[CH:15]=3)=[CH:9][C:4]=2[N:3]=[N:2]1.[OH-].[Na+], predict the reaction product. The product is: [NH:1]1[C:5]2[CH:6]=[CH:7][C:8]([C:10]3[NH:11][C:12]4[N:13]([N:17]=[CH:18][C:19]=4[C:20]([OH:22])=[O:21])[C:14](=[O:16])[CH:15]=3)=[CH:9][C:4]=2[N:3]=[N:2]1. (2) The product is: [Cl:20][C:17]1[CH:18]=[CH:19][C:14]([C:11]2[C:10]3[CH:21]=[CH:22][C:7]([O:6][CH2:5][CH2:4][CH2:3][CH2:2][N:27]([CH2:26][CH2:25][O:24][CH3:23])[CH3:28])=[CH:8][C:9]=3[S:13][N:12]=2)=[CH:15][CH:16]=1. Given the reactants Br[CH2:2][CH2:3][CH2:4][CH2:5][O:6][C:7]1[CH:22]=[CH:21][C:10]2[C:11]([C:14]3[CH:19]=[CH:18][C:17]([Cl:20])=[CH:16][CH:15]=3)=[N:12][S:13][C:9]=2[CH:8]=1.[CH3:23][O:24][CH2:25][CH2:26][NH:27][CH3:28], predict the reaction product. (3) Given the reactants [CH3:1][CH:2]([OH:4])[CH3:3].[CH2:5](N(CC)CC)C.[N+:12]([C:15]1[CH:20]=[CH:19][C:18]([P:21](Cl)(Cl)=[O:22])=[CH:17][CH:16]=1)([O-:14])=[O:13].CCO[C:28]([CH3:30])=[O:29], predict the reaction product. The product is: [CH3:1][CH:2]([O:4][P:21]([C:18]1[CH:19]=[CH:20][C:15]([N+:12]([O-:14])=[O:13])=[CH:16][CH:17]=1)(=[O:22])[O:29][CH:28]([CH3:30])[CH3:5])[CH3:3].